This data is from Peptide-MHC class I binding affinity with 185,985 pairs from IEDB/IMGT. The task is: Regression. Given a peptide amino acid sequence and an MHC pseudo amino acid sequence, predict their binding affinity value. This is MHC class I binding data. (1) The binding affinity (normalized) is 0.230. The peptide sequence is NELNYDNAGI. The MHC is HLA-B40:01 with pseudo-sequence HLA-B40:01. (2) The peptide sequence is TGIVSSMHY. The MHC is HLA-A26:01 with pseudo-sequence HLA-A26:01. The binding affinity (normalized) is 0.0847. (3) The peptide sequence is YEIKVSARV. The MHC is Patr-B0101 with pseudo-sequence Patr-B0101. The binding affinity (normalized) is 0. (4) The peptide sequence is AEMKTDAA. The MHC is HLA-B08:01 with pseudo-sequence HLA-B08:01. The binding affinity (normalized) is 0.